Dataset: Catalyst prediction with 721,799 reactions and 888 catalyst types from USPTO. Task: Predict which catalyst facilitates the given reaction. (1) Reactant: [Cl:1][C:2]1[CH:3]=[CH:4][C:5]2[NH:11][C:10](=[O:12])[C@@H:9]([CH2:13][C:14]([OH:16])=[O:15])[S:8][C@H:7]([C:17]3[CH:22]=[CH:21][CH:20]=[C:19]([O:23][CH3:24])[C:18]=3[OH:25])[C:6]=2[CH:26]=1.[CH2:27](Br)[CH:28]=[CH2:29].[C:31](=O)([O-])[O-].[K+].[K+].C(O[CH2:41][CH3:42])(=O)C. Product: [CH2:27]([O:25][C:18]1[C:19]([O:23][CH3:24])=[CH:20][CH:21]=[CH:22][C:17]=1[C@@H:7]1[C:6]2[CH:26]=[C:2]([Cl:1])[CH:3]=[CH:4][C:5]=2[NH:11][C:10](=[O:12])[C@@H:9]([CH2:13][C:14]([O:16][CH2:31][CH:41]=[CH2:42])=[O:15])[S:8]1)[CH:28]=[CH2:29]. The catalyst class is: 9. (2) Reactant: N[C:2]1[CH:10]=[C:9]([C:11]([F:14])([F:13])[F:12])[CH:8]=[CH:7][C:3]=1[C:4]([OH:6])=[O:5].N([O-])=O.[Na+].[I-:19].[K+].S([O-])([O-])(=O)=S.[Na+].[Na+]. Product: [I:19][C:2]1[CH:10]=[C:9]([C:11]([F:14])([F:13])[F:12])[CH:8]=[CH:7][C:3]=1[C:4]([OH:6])=[O:5]. The catalyst class is: 65.